The task is: Predict the reaction yield, written as a fraction of the theoretical maximum amount of product (1.0 means a 100% yield; for example, 0.34 means a 34% yield).. This data is from Reaction yield outcomes from USPTO patents with 853,638 reactions. The reactants are [CH:1]1([C:7]2[N:12]=[C:11]([CH3:13])[C:10]([CH2:14][OH:15])=[CH:9][CH:8]=2)[CH2:6][CH2:5][CH2:4][CH2:3][CH2:2]1.C[N+]1([O-])CCOCC1. The catalyst is C(Cl)Cl.CCC[N+](CCC)(CCC)CCC.[O-][Ru](=O)(=O)=O. The product is [CH:1]1([C:7]2[N:12]=[C:11]([CH3:13])[C:10]([CH:14]=[O:15])=[CH:9][CH:8]=2)[CH2:2][CH2:3][CH2:4][CH2:5][CH2:6]1. The yield is 0.770.